This data is from NCI-60 drug combinations with 297,098 pairs across 59 cell lines. The task is: Regression. Given two drug SMILES strings and cell line genomic features, predict the synergy score measuring deviation from expected non-interaction effect. (1) Drug 1: CC12CCC3C(C1CCC2=O)CC(=C)C4=CC(=O)C=CC34C. Drug 2: CC(C1=C(C=CC(=C1Cl)F)Cl)OC2=C(N=CC(=C2)C3=CN(N=C3)C4CCNCC4)N. Cell line: HS 578T. Synergy scores: CSS=40.3, Synergy_ZIP=2.39, Synergy_Bliss=1.78, Synergy_Loewe=-1.91, Synergy_HSA=-2.21. (2) Drug 1: CC1=C(C=C(C=C1)C(=O)NC2=CC(=CC(=C2)C(F)(F)F)N3C=C(N=C3)C)NC4=NC=CC(=N4)C5=CN=CC=C5. Drug 2: C(CCl)NC(=O)N(CCCl)N=O. Cell line: M14. Synergy scores: CSS=8.45, Synergy_ZIP=1.14, Synergy_Bliss=3.58, Synergy_Loewe=6.59, Synergy_HSA=4.23. (3) Drug 1: C1CC(C1)(C(=O)O)C(=O)O.[NH2-].[NH2-].[Pt+2]. Drug 2: C1CN(CCN1C(=O)CCBr)C(=O)CCBr. Cell line: HCT-15. Synergy scores: CSS=6.23, Synergy_ZIP=-9.20, Synergy_Bliss=-7.45, Synergy_Loewe=-16.1, Synergy_HSA=-6.08. (4) Drug 1: CC1=C(C=C(C=C1)NC2=NC=CC(=N2)N(C)C3=CC4=NN(C(=C4C=C3)C)C)S(=O)(=O)N.Cl. Drug 2: C1CC(=O)NC(=O)C1N2C(=O)C3=CC=CC=C3C2=O. Cell line: DU-145. Synergy scores: CSS=5.14, Synergy_ZIP=2.02, Synergy_Bliss=8.87, Synergy_Loewe=7.69, Synergy_HSA=7.23. (5) Drug 1: CN(CC1=CN=C2C(=N1)C(=NC(=N2)N)N)C3=CC=C(C=C3)C(=O)NC(CCC(=O)O)C(=O)O. Drug 2: C1CN(P(=O)(OC1)NCCCl)CCCl. Cell line: MDA-MB-231. Synergy scores: CSS=-4.53, Synergy_ZIP=1.60, Synergy_Bliss=-3.26, Synergy_Loewe=-6.63, Synergy_HSA=-7.39. (6) Drug 1: CN(C)C1=NC(=NC(=N1)N(C)C)N(C)C. Drug 2: C#CCC(CC1=CN=C2C(=N1)C(=NC(=N2)N)N)C3=CC=C(C=C3)C(=O)NC(CCC(=O)O)C(=O)O. Cell line: LOX IMVI. Synergy scores: CSS=11.6, Synergy_ZIP=-11.5, Synergy_Bliss=-18.3, Synergy_Loewe=-32.7, Synergy_HSA=-17.6.